Task: Predict the product of the given reaction.. Dataset: Forward reaction prediction with 1.9M reactions from USPTO patents (1976-2016) (1) Given the reactants [Br:1][C:2]1[CH:3]=[CH:4][C:5]([CH2:8][N:9]2[C:18]3[CH:17]=[CH:16][CH:15]=[CH:14][C:13]=3[C:12]3=[N:19][NH:20][C:21](=[O:22])[C:11]3=[CH:10]2)=[N:6][CH:7]=1.[H-].[Na+].[CH2:25](Br)[CH:26]=[CH2:27].ClCCl, predict the reaction product. The product is: [CH2:27]([N:20]1[C:21](=[O:22])[C:11]2=[CH:10][N:9]([CH2:8][C:5]3[CH:4]=[CH:3][C:2]([Br:1])=[CH:7][N:6]=3)[C:18]3[CH:17]=[CH:16][CH:15]=[CH:14][C:13]=3[C:12]2=[N:19]1)[CH:26]=[CH2:25]. (2) Given the reactants [CH:1]([N:4]1[CH2:9][CH2:8][N:7]([C:10]2[S:11][C:12]3[CH:18]=[C:17]([CH:19]=O)C=C[C:13]=3[N:14]=2)[CH2:6][CH2:5]1)([CH3:3])[CH3:2].[CH3:21][C:22](O)=O.N1[CH2:30][CH2:29][NH:28][CH2:27][CH2:26]1.[BH3-][C:32]#N.[Na+], predict the reaction product. The product is: [CH:1]([N:4]1[CH2:5][CH2:6][N:7]([C:10]2[S:11][C:12]3[CH:18]=[C:17]([N:28]4[CH2:29][CH2:30][CH2:32][CH2:26][CH2:27]4)[CH:19]=[C:22]([CH3:21])[C:13]=3[N:14]=2)[CH2:8][CH2:9]1)([CH3:2])[CH3:3]. (3) Given the reactants [CH2:1]([O:3][C:4](=[O:24])[C:5]1[CH:10]=[CH:9][CH:8]=[C:7]([S:11][C:12]2[C:20]3[C:15](=[CH:16][C:17]([Cl:21])=[CH:18][CH:19]=3)[NH:14][C:13]=2[CH3:22])[C:6]=1[F:23])[CH3:2].Br[C:26]1[CH:27]=[N:28][N:29]([CH2:31][CH2:32][CH3:33])[CH:30]=1, predict the reaction product. The product is: [CH2:1]([O:3][C:4](=[O:24])[C:5]1[CH:10]=[CH:9][CH:8]=[C:7]([S:11][C:12]2[C:20]3[C:15](=[CH:16][C:17]([Cl:21])=[CH:18][CH:19]=3)[N:14]([C:26]3[CH:27]=[N:28][N:29]([CH2:31][CH2:32][CH3:33])[CH:30]=3)[C:13]=2[CH3:22])[C:6]=1[F:23])[CH3:2]. (4) Given the reactants [N+:1]([C:4]1[CH:9]=[CH:8][C:7]([CH2:10][CH2:11][CH2:12][CH2:13][OH:14])=[CH:6][CH:5]=1)([O-:3])=[O:2].[Br:15][CH2:16][CH2:17][CH2:18][CH2:19][CH2:20][CH2:21]Br.[OH-].[Na+], predict the reaction product. The product is: [Br:15][CH2:16][CH2:17][CH2:18][CH2:19][CH2:20][CH2:21][O:14][CH2:13][CH2:12][CH2:11][CH2:10][C:7]1[CH:6]=[CH:5][C:4]([N+:1]([O-:3])=[O:2])=[CH:9][CH:8]=1. (5) Given the reactants [Br:1][C:2]1[CH:7]=[CH:6][C:5]([C:8]2[NH:9][CH:10]=[CH:11][N:12]=2)=[CH:4][CH:3]=1.[H-].[Na+].Cl[CH2:16][O:17][CH2:18][CH2:19][Si:20]([CH3:23])([CH3:22])[CH3:21], predict the reaction product. The product is: [Br:1][C:2]1[CH:3]=[CH:4][C:5]([C:8]2[N:12]([CH2:16][O:17][CH2:18][CH2:19][Si:20]([CH3:23])([CH3:22])[CH3:21])[CH:11]=[CH:10][N:9]=2)=[CH:6][CH:7]=1. (6) Given the reactants [N+:1]([C:4]1[CH:13]=[C:12]2[C:7]([CH2:8][CH2:9][NH:10][C:11]2=[O:14])=[CH:6][CH:5]=1)([O-:3])=[O:2].I[C:16]1[CH:17]=[N:18][CH:19]=[CH:20][C:21]=1[CH3:22].P([O-])([O-])([O-])=O.[K+].[K+].[K+], predict the reaction product. The product is: [CH3:22][C:21]1[CH:20]=[CH:19][N:18]=[CH:17][C:16]=1[N:10]1[CH:9]=[CH:8][C:7]2[C:12](=[CH:13][C:4]([N+:1]([O-:3])=[O:2])=[CH:5][CH:6]=2)[C:11]1=[O:14]. (7) Given the reactants C(OC([N:8]1[C@H:13]([C:14](=[O:28])[NH:15][C:16]2[CH:21]=[CH:20][CH:19]=[C:18]([O:22][C:23]([F:26])([F:25])[F:24])[C:17]=2[F:27])[CH2:12][C@@H:11]2[C@H:9]1[CH2:10]2)=O)(C)(C)C.[C:29]([OH:35])([C:31]([F:34])([F:33])[F:32])=[O:30], predict the reaction product. The product is: [F:32][C:31]([F:34])([F:33])[C:29]([OH:35])=[O:30].[F:27][C:17]1[C:18]([O:22][C:23]([F:26])([F:24])[F:25])=[CH:19][CH:20]=[CH:21][C:16]=1[NH:15][C:14]([C@@H:13]1[CH2:12][C@@H:11]2[C@@H:9]([CH2:10]2)[NH:8]1)=[O:28].